This data is from Reaction yield outcomes from USPTO patents with 853,638 reactions. The task is: Predict the reaction yield, written as a fraction of the theoretical maximum amount of product (1.0 means a 100% yield; for example, 0.34 means a 34% yield). (1) The reactants are [NH2:1][C:2]1[CH:22]=[CH:21][C:5]2[CH2:6][CH2:7][N:8]([C:11]([O:13][CH2:14][C:15]3[CH:20]=[CH:19][CH:18]=[CH:17][CH:16]=3)=[O:12])[CH2:9][CH2:10][C:4]=2[CH:3]=1.N1C=CC=CC=1.[C:29]1([C:39]2[CH:44]=[CH:43][CH:42]=[CH:41][CH:40]=2)[CH:34]=[CH:33][C:32]([S:35](Cl)(=[O:37])=[O:36])=[CH:31][CH:30]=1. The catalyst is ClCCl. The product is [CH2:14]([O:13][C:11]([N:8]1[CH2:7][CH2:6][C:5]2[CH:21]=[CH:22][C:2]([NH:1][S:35]([C:32]3[CH:31]=[CH:30][C:29]([C:39]4[CH:44]=[CH:43][CH:42]=[CH:41][CH:40]=4)=[CH:34][CH:33]=3)(=[O:37])=[O:36])=[CH:3][C:4]=2[CH2:10][CH2:9]1)=[O:12])[C:15]1[CH:16]=[CH:17][CH:18]=[CH:19][CH:20]=1. The yield is 0.920. (2) The reactants are [C:1]1([C:7]2[N:12]=[C:11]([NH2:13])[N:10]=[C:9]([NH:14][C:15]3[CH:20]=[CH:19][C:18]([O:21][C:22]4[CH:27]=[CH:26][N:25]=[C:24]([C:28]([F:31])([F:30])[F:29])[CH:23]=4)=[CH:17][CH:16]=3)[CH:8]=2)[CH:6]=[CH:5][CH:4]=[CH:3][CH:2]=1.C1C=C(Cl)C=C(C(OO)=[O:40])C=1. The catalyst is C(Cl)(Cl)Cl. The product is [O-:40][N+:25]1[CH:26]=[CH:27][C:22]([O:21][C:18]2[CH:19]=[CH:20][C:15]([NH:14][C:9]3[CH:8]=[C:7]([C:1]4[CH:2]=[CH:3][CH:4]=[CH:5][CH:6]=4)[N:12]=[C:11]([NH2:13])[N:10]=3)=[CH:16][CH:17]=2)=[CH:23][C:24]=1[C:28]([F:30])([F:29])[F:31]. The yield is 0.110.